From a dataset of Forward reaction prediction with 1.9M reactions from USPTO patents (1976-2016). Predict the product of the given reaction. (1) Given the reactants [Cl:1][C:2]1[CH:7]=[CH:6][CH:5]=[C:4]([Cl:8])[C:3]=1[CH:9]1[C:14]([C:15]([O:17][CH3:18])=[O:16])=[C:13]([CH2:19][CH2:20][C:21]2[S:22][CH:23]=[CH:24][N:25]=2)[NH:12][C:11]([CH2:26][C:27](O)=[O:28])=[C:10]1[C:30]([O:32][CH3:33])=[O:31].[N:34]1([CH:40]2[CH2:46][CH:45]3[C:47]([CH3:49])([OH:48])[CH:42]([CH2:43][CH2:44]3)[CH2:41]2)[CH2:39][CH2:38][NH:37][CH2:36][CH2:35]1, predict the reaction product. The product is: [Cl:8][C:4]1[CH:5]=[CH:6][CH:7]=[C:2]([Cl:1])[C:3]=1[CH:9]1[C:14]([C:15]([O:17][CH3:18])=[O:16])=[C:13]([CH2:19][CH2:20][C:21]2[S:22][CH:23]=[CH:24][N:25]=2)[NH:12][C:11]([CH2:26][C:27]([N:37]2[CH2:36][CH2:35][N:34]([CH:40]3[CH2:46][CH:45]4[C:47]([OH:48])([CH3:49])[CH:42]([CH2:43][CH2:44]4)[CH2:41]3)[CH2:39][CH2:38]2)=[O:28])=[C:10]1[C:30]([O:32][CH3:33])=[O:31]. (2) Given the reactants C(O[C:6]([N:8]1[CH2:12][C:11](=[N:13][O:14][CH3:15])[CH2:10][C@H:9]1[C:16]([OH:18])=O)=[O:7])(C)(C)C.[C:19]1([C:28]2[CH:33]=[CH:32][CH:31]=[CH:30][CH:29]=2)[CH:24]=[CH:23][C:22](C(Cl)=O)=[CH:21][CH:20]=1.O[N:35]=[C:36]([NH2:43])[CH2:37][C:38]1[S:39][CH:40]=[CH:41][CH:42]=1, predict the reaction product. The product is: [CH3:15][O:14][N:13]=[C:11]1[CH2:10][C@@H:9]([C:16]2[O:18][N:43]=[C:36]([CH2:37][C:38]3[S:39][CH:40]=[CH:41][CH:42]=3)[N:35]=2)[N:8]([C:6]([C:31]2[CH:30]=[CH:29][C:28]([C:19]3[CH:20]=[CH:21][CH:22]=[CH:23][CH:24]=3)=[CH:33][CH:32]=2)=[O:7])[CH2:12]1.